Dataset: Reaction yield outcomes from USPTO patents with 853,638 reactions. Task: Predict the reaction yield, written as a fraction of the theoretical maximum amount of product (1.0 means a 100% yield; for example, 0.34 means a 34% yield). (1) The reactants are [Cl:1][C:2]1[C:7]([NH2:8])=[CH:6][C:5]([C:9]2[CH:14]=[CH:13][N:12]=[C:11]([S:15][CH3:16])[N:10]=2)=[C:4]([C:17]2[CH:22]=[CH:21][C:20]([F:23])=[CH:19][CH:18]=2)[N:3]=1.N1C=CC=CC=1.[C:30](Cl)(=[O:32])[CH3:31].C([O-])(O)=O.[Na+]. The catalyst is ClCCl. The product is [Cl:1][C:2]1[C:7]([NH:8][C:30](=[O:32])[CH3:31])=[CH:6][C:5]([C:9]2[CH:14]=[CH:13][N:12]=[C:11]([S:15][CH3:16])[N:10]=2)=[C:4]([C:17]2[CH:22]=[CH:21][C:20]([F:23])=[CH:19][CH:18]=2)[N:3]=1. The yield is 0.940. (2) The reactants are [NH2:1][C:2]1[N:3]=[CH:4][C:5]2[CH2:6][C:7](=[O:21])[NH:8][C:9]3[CH:16]=[C:15]([C:17]([F:20])([F:19])[F:18])[CH:14]=[CH:13][C:10]=3[C:11]=2[N:12]=1.Br[C:23]1[C:24]([C:30]([F:33])([F:32])[F:31])=[N:25][CH:26]=[C:27]([Cl:29])[CH:28]=1.CC(C1C=C(C(C)C)C(C2C=CC=CC=2P(C2CCCCC2)C2CCCCC2)=C(C(C)C)C=1)C.CC([O-])(C)C.[K+]. The catalyst is C1C=CC(/C=C/C(/C=C/C2C=CC=CC=2)=O)=CC=1.C1C=CC(/C=C/C(/C=C/C2C=CC=CC=2)=O)=CC=1.C1C=CC(/C=C/C(/C=C/C2C=CC=CC=2)=O)=CC=1.[Pd].[Pd].C1COCC1.C(O)(C)(C)C. The product is [Cl:29][C:27]1[CH:28]=[C:23]([NH:1][C:2]2[N:3]=[CH:4][C:5]3[CH2:6][C:7](=[O:21])[NH:8][C:9]4[CH:16]=[C:15]([C:17]([F:20])([F:19])[F:18])[CH:14]=[CH:13][C:10]=4[C:11]=3[N:12]=2)[C:24]([C:30]([F:33])([F:31])[F:32])=[N:25][CH:26]=1. The yield is 0.120. (3) The reactants are [CH3:1][C:2]1[N:3]=[CH:4][C:5]([C:8]2[N:9]([C:13]([O:15][C:16]([CH3:19])([CH3:18])[CH3:17])=[O:14])[CH:10]=[CH:11][CH:12]=2)=[N:6][CH:7]=1.[Br:20]N1C(=O)CCC1=O.O. The catalyst is O1CCCC1. The product is [Br:20][C:10]1[N:9]([C:13]([O:15][C:16]([CH3:19])([CH3:18])[CH3:17])=[O:14])[C:8]([C:5]2[CH:4]=[N:3][C:2]([CH3:1])=[CH:7][N:6]=2)=[CH:12][CH:11]=1. The yield is 0.870. (4) The reactants are [Si]([O:8][C:9]1[CH:14]=[CH:13][C:12]([N:15]2[CH2:19][CH2:18][CH:17]([O:20][C:21]3[CH:26]=[CH:25][C:24]([CH:27]4[CH2:29][CH2:28]4)=[CH:23][CH:22]=3)[C:16]2=[O:30])=[CH:11][C:10]=1[CH2:31][CH3:32])(C(C)(C)C)(C)C.Cl. The catalyst is CO. The product is [CH:27]1([C:24]2[CH:25]=[CH:26][C:21]([O:20][CH:17]3[CH2:18][CH2:19][N:15]([C:12]4[CH:13]=[CH:14][C:9]([OH:8])=[C:10]([CH2:31][CH3:32])[CH:11]=4)[C:16]3=[O:30])=[CH:22][CH:23]=2)[CH2:29][CH2:28]1. The yield is 0.900.